The task is: Predict the reactants needed to synthesize the given product.. This data is from Full USPTO retrosynthesis dataset with 1.9M reactions from patents (1976-2016). (1) Given the product [C:36]1([C:26]2[N:27]=[C:28]([C:30]3[CH:31]=[CH:32][CH:33]=[CH:34][CH:35]=3)[N:29]=[C:24]([N:12]3[C:11]4[C:10]5[C:14]6[C:19]([S:20][C:9]=5[CH:8]=[CH:7][C:6]=4[C:5]4[CH:4]=[CH:3][CH:2]=[CH:1][C:13]3=4)=[CH:18][CH:17]=[CH:16][CH:15]=6)[N:25]=2)[CH:41]=[CH:40][CH:39]=[CH:38][CH:37]=1, predict the reactants needed to synthesize it. The reactants are: [CH:1]1[C:13]2[NH:12][C:11]3[C:10]4[C:14]5[C:19]([S:20][C:9]=4[CH:8]=[CH:7][C:6]=3[C:5]=2[CH:4]=[CH:3][CH:2]=1)=[CH:18][CH:17]=[CH:16][CH:15]=5.[H-].[Na+].Cl[C:24]1[N:29]=[C:28]([C:30]2[CH:35]=[CH:34][CH:33]=[CH:32][CH:31]=2)[N:27]=[C:26]([C:36]2[CH:41]=[CH:40][CH:39]=[CH:38][CH:37]=2)[N:25]=1. (2) Given the product [CH2:46]([O:45][CH2:44][C:35]([CH2:34][O:33][CH2:23][CH2:24][CH2:25][CH2:26][CH2:27][CH2:28][CH2:5][CH2:10][CH2:9][CH2:8][CH2:7][CH3:6])([CH2:36][C:37]([N:58]([CH3:59])[CH3:57])=[O:39])[CH2:40][C:41]([N:13]([CH3:14])[CH3:12])=[O:43])[CH2:47][CH2:48][CH2:49][CH2:50][CH2:51][CH2:52][CH2:53][CH2:54][CH2:55][CH2:60][CH3:61], predict the reactants needed to synthesize it. The reactants are: ON1[C:6]2[CH:7]=[CH:8][CH:9]=[CH:10][C:5]=2N=N1.C[CH2:12][N:13]=[C:14]=NCCCN(C)C.Cl.[CH2:23]([O:33][CH2:34][C:35]([CH2:44][O:45][CH2:46][CH2:47][CH2:48][CH2:49][CH2:50][CH2:51][CH2:52][CH2:53][CH2:54][CH3:55])([CH2:40][C:41]([OH:43])=O)[CH2:36][C:37]([OH:39])=O)[CH2:24][CH2:25][CH2:26][CH2:27][CH2:28]CCCC.Cl.[CH3:57][NH:58][CH3:59].[CH2:60](N(CC)CC)[CH3:61]. (3) Given the product [CH3:1][O:2][C:3]([C:4]1[CH:9]=[CH:8][C:7]2[N:10]([CH:11]([CH2:14][CH3:15])[CH2:12][CH3:13])[C:17]([CH2:18][C:19]3[S:20][CH:21]=[CH:22][CH:23]=3)=[N:16][C:6]=2[CH:5]=1)=[O:25], predict the reactants needed to synthesize it. The reactants are: [CH3:1][O:2][C:3](=[O:25])[C:4]1[CH:9]=[CH:8][C:7]([NH:10][CH:11]([CH2:14][CH3:15])[CH2:12][CH3:13])=[C:6]([NH:16][C:17](=O)[CH2:18][C:19]2[S:20][CH:21]=[CH:22][CH:23]=2)[CH:5]=1.Cl. (4) Given the product [Cl:1][C:2]1[CH:3]=[CH:4][C:5]([C:8]2([C:11]([N:13]3[CH2:17][CH2:16][C:15]([O:24][CH2:25][C:26]([OH:28])=[O:27])([C:18]4[CH:19]=[CH:20][CH:21]=[CH:22][CH:23]=4)[CH2:14]3)=[O:12])[CH2:10][CH2:9]2)=[CH:6][CH:7]=1, predict the reactants needed to synthesize it. The reactants are: [Cl:1][C:2]1[CH:7]=[CH:6][C:5]([C:8]2([C:11]([N:13]3[CH2:17][CH2:16][C:15]([O:24][CH2:25][C:26]([O:28]C)=[O:27])([C:18]4[CH:23]=[CH:22][CH:21]=[CH:20][CH:19]=4)[CH2:14]3)=[O:12])[CH2:10][CH2:9]2)=[CH:4][CH:3]=1.O1CCCC1.O.[OH-].[Li+].O.Cl. (5) The reactants are: [Br:1][C:2]1[CH:3]=[C:4]([C:9]2[N:13]([C:14]3[CH:19]=[CH:18][CH:17]=[C:16]([Cl:20])[CH:15]=3)[N:12]=[C:11]([C:21]([O:23]CC)=[O:22])[CH:10]=2)[CH:5]=[CH:6][C:7]=1[F:8].ClC1C=C(N2C(C3C=CC(F)=C(C(F)(F)F)C=3)=CC(C(O)=O)=N2)C=CC=1. Given the product [Br:1][C:2]1[CH:3]=[C:4]([C:9]2[N:13]([C:14]3[CH:19]=[CH:18][CH:17]=[C:16]([Cl:20])[CH:15]=3)[N:12]=[C:11]([C:21]([OH:23])=[O:22])[CH:10]=2)[CH:5]=[CH:6][C:7]=1[F:8], predict the reactants needed to synthesize it. (6) Given the product [C:1]([C:3]1[CH:4]=[CH:5][C:6]([N:12]2[CH2:17][CH2:16][CH2:15][C@@H:14]([NH:18][C:19]([C:61]3[N:62]=[C:58]([CH3:57])[O:59][CH:60]=3)=[O:25])[CH2:13]2)=[C:7]2[C:11]=1[NH:10][CH:9]=[CH:8]2)#[N:2], predict the reactants needed to synthesize it. The reactants are: [C:1]([C:3]1[CH:4]=[CH:5][C:6]([N:12]2[CH2:17][CH2:16][CH2:15][C@@H:14]([NH:18][C:19](=[O:25])OC(C)(C)C)[CH2:13]2)=[C:7]2[C:11]=1[NH:10][CH:9]=[CH:8]2)#[N:2].C(O)(C(F)(F)F)=O.CN(C(ON1N=NC2C=CC=NC1=2)=[N+](C)C)C.F[P-](F)(F)(F)(F)F.[CH3:57][C:58]1[O:59][CH:60]=[C:61](C(O)=O)[N:62]=1. (7) Given the product [CH3:1][O:2][C:3](=[O:19])[CH:4]([O:16][CH2:17][CH3:18])[CH2:5][C:6]1[C:14]2[CH:13]=[CH:12][S:11][C:10]=2[C:9]([O:15][CH2:21][C:22]2[N:23]=[C:24]([C:28]3[CH:33]=[CH:32][CH:31]=[CH:30][CH:29]=3)[O:25][C:26]=2[CH3:27])=[CH:8][CH:7]=1, predict the reactants needed to synthesize it. The reactants are: [CH3:1][O:2][C:3](=[O:19])[CH:4]([O:16][CH2:17][CH3:18])[CH2:5][C:6]1[C:14]2[CH:13]=[CH:12][S:11][C:10]=2[C:9]([OH:15])=[CH:8][CH:7]=1.Cl[CH2:21][C:22]1[N:23]=[C:24]([C:28]2[CH:33]=[CH:32][CH:31]=[CH:30][CH:29]=2)[O:25][C:26]=1[CH3:27].[H-].[Na+]. (8) Given the product [CH2:21]([O:28][C@@H:29]1[C@@H:35]([O:36][CH2:37][C:38]2[CH:39]=[CH:40][CH:41]=[CH:42][CH:43]=2)[C@H:34]([O:44][CH2:45][C:46]2[CH:51]=[CH:50][CH:49]=[CH:48][CH:47]=2)[C@@H:33]([CH2:52][O:53][CH2:54][C:55]2[CH:56]=[CH:57][CH:58]=[CH:59][CH:60]=2)[S:32][C:30]1([C:61]1[CH:66]=[C:65]([CH:67]([C:2]2[CH:7]=[CH:6][C:5]([O:8][CH3:9])=[CH:4][CH:3]=2)[OH:68])[C:64]([CH3:69])=[CH:63][C:62]=1[O:70][CH2:71][C:72]1[CH:73]=[CH:74][CH:75]=[CH:76][CH:77]=1)[OH:31])[C:22]1[CH:27]=[CH:26][CH:25]=[CH:24][CH:23]=1, predict the reactants needed to synthesize it. The reactants are: Br[C:2]1[CH:7]=[CH:6][C:5]([O:8][CH3:9])=[CH:4][CH:3]=1.[Li]CCCC.CCCCCC.[CH2:21]([O:28][C@@H:29]1[C@@H:35]([O:36][CH2:37][C:38]2[CH:43]=[CH:42][CH:41]=[CH:40][CH:39]=2)[C@H:34]([O:44][CH2:45][C:46]2[CH:51]=[CH:50][CH:49]=[CH:48][CH:47]=2)[C@@H:33]([CH2:52][O:53][CH2:54][C:55]2[CH:60]=[CH:59][CH:58]=[CH:57][CH:56]=2)[S:32][C:30]1([C:61]1[CH:66]=[C:65]([CH:67]=[O:68])[C:64]([CH3:69])=[CH:63][C:62]=1[O:70][CH2:71][C:72]1[CH:77]=[CH:76][CH:75]=[CH:74][CH:73]=1)[OH:31])[C:22]1[CH:27]=[CH:26][CH:25]=[CH:24][CH:23]=1.